Dataset: CYP1A2 inhibition data for predicting drug metabolism from PubChem BioAssay. Task: Regression/Classification. Given a drug SMILES string, predict its absorption, distribution, metabolism, or excretion properties. Task type varies by dataset: regression for continuous measurements (e.g., permeability, clearance, half-life) or binary classification for categorical outcomes (e.g., BBB penetration, CYP inhibition). Dataset: cyp1a2_veith. The drug is C[C@H](NC[C@H](O)CP(=O)(O)Cc1ccccc1)c1ccc(Cl)c(Cl)c1. The result is 0 (non-inhibitor).